This data is from TCR-epitope binding with 47,182 pairs between 192 epitopes and 23,139 TCRs. The task is: Binary Classification. Given a T-cell receptor sequence (or CDR3 region) and an epitope sequence, predict whether binding occurs between them. (1) The epitope is HPKVSSEVHI. The TCR CDR3 sequence is CASSPGQGGYEQYF. Result: 0 (the TCR does not bind to the epitope). (2) The epitope is LLWNGPMAV. The TCR CDR3 sequence is CASIDRDRGNIQYF. Result: 1 (the TCR binds to the epitope). (3) The epitope is FTYASALWEI. The TCR CDR3 sequence is CASSQGQLGVKGYNEQFF. Result: 1 (the TCR binds to the epitope).